Predict the reaction yield, written as a fraction of the theoretical maximum amount of product (1.0 means a 100% yield; for example, 0.34 means a 34% yield). From a dataset of Reaction yield outcomes from USPTO patents with 853,638 reactions. (1) The product is [CH2:1]([C:5]1[N:10]=[C:9]([CH3:11])[N:8]([CH2:12][C:13]([CH:15]2[CH2:16][CH2:17][CH2:18][CH2:19][CH2:20]2)=[O:14])[C:7](=[O:21])[C:6]=1[CH2:22][C:23]1[CH:24]=[CH:25][C:26]([C:29]2[CH:34]=[CH:33][CH:32]=[CH:31][C:30]=2[C:35]2[NH:39][C:38](=[O:40])[O:37][N:36]=2)=[CH:27][CH:28]=1)[CH2:2][CH2:3][CH3:4]. The reactants are [CH2:1]([C:5]1[N:10]=[C:9]([CH3:11])[N:8]([CH2:12][CH:13]([CH:15]2[CH2:20][CH2:19][CH2:18][CH2:17][CH2:16]2)[OH:14])[C:7](=[O:21])[C:6]=1[CH2:22][C:23]1[CH:28]=[CH:27][C:26]([C:29]2[CH:34]=[CH:33][CH:32]=[CH:31][C:30]=2[C:35]2[NH:39][C:38](=[O:40])[O:37][N:36]=2)=[CH:25][CH:24]=1)[CH2:2][CH2:3][CH3:4].CC(OI1(OC(C)=O)(OC(C)=O)OC(=O)C2C1=CC=CC=2)=O.C(=O)([O-])O.[Na+].S([O-])([O-])(=O)=S.[Na+].[Na+]. The yield is 0.740. The catalyst is C(Cl)Cl. (2) The reactants are [NH2:1][C:2]1[N:6]([C:7]2[CH:8]=[C:9]([CH:14]=[CH:15][CH:16]=2)[O:10][CH2:11][CH2:12][OH:13])[N:5]=[C:4]([C:17]([CH3:20])([CH3:19])[CH3:18])[CH:3]=1.[OH-].[Na+].Cl[C:24]([O:26][CH2:27][C:28]([Cl:31])([Cl:30])[Cl:29])=[O:25]. The catalyst is CCOC(C)=O. The product is [Cl:29][C:28]([Cl:31])([Cl:30])[CH2:27][O:26][C:24](=[O:25])[NH:1][C:2]1[N:6]([C:7]2[CH:16]=[CH:15][CH:14]=[C:9]([O:10][CH2:11][CH2:12][OH:13])[CH:8]=2)[N:5]=[C:4]([C:17]([CH3:20])([CH3:19])[CH3:18])[CH:3]=1. The yield is 0.580. (3) The reactants are [CH3:1][C:2]1[C:3]([C:16]([C:18]2[CH:23]=[CH:22]C(C#N)=[CH:20][CH:19]=2)=[O:17])=[CH:4][C:5]2[C:6]([CH3:15])([CH3:14])[CH:7]=[CH:8][C:9]([CH3:13])([CH3:12])[C:10]=2[CH:11]=1.[OH-:26].[K+].CO[CH2:30][CH2:31][OH:32]. The catalyst is O. The product is [CH3:1][C:2]1[C:3]([C:16]([C:18]2[CH:23]=[CH:22][C:30]([C:31]([OH:32])=[O:26])=[CH:20][CH:19]=2)=[O:17])=[CH:4][C:5]2[C:6]([CH3:15])([CH3:14])[CH:7]=[CH:8][C:9]([CH3:13])([CH3:12])[C:10]=2[CH:11]=1. The yield is 0.960.